From a dataset of Full USPTO retrosynthesis dataset with 1.9M reactions from patents (1976-2016). Predict the reactants needed to synthesize the given product. (1) The reactants are: [O-]CC.[Na+].C(OCC)(=O)CC(OCC)=O.CS([O:20][C@@H:21]1[CH2:25][CH2:24][N:23]([C:26]([O:28][C:29]([CH3:32])([CH3:31])[CH3:30])=[O:27])[CH2:22]1)(=O)=O.C1C=C2C(C(O)(O)C(=O)C2=CC=1)=O.Cl. Given the product [OH:20][C@@H:21]1[CH2:25][CH2:24][N:23]([C:26]([O:28][C:29]([CH3:32])([CH3:31])[CH3:30])=[O:27])[CH2:22]1, predict the reactants needed to synthesize it. (2) Given the product [CH2:27]([O:30][N:31]([C@H:13]1[CH2:12][N:11]([C:20]([O:22][C:23]([CH3:24])([CH3:25])[CH3:26])=[O:21])[C@H:10]([CH2:9][O:8][Si:1]([C:4]([CH3:7])([CH3:6])[CH3:5])([CH3:2])[CH3:3])[CH:15]=[C:14]1[C:16]([CH3:18])=[CH2:17])[S:32]([C:35]1[CH:40]=[CH:39][CH:38]=[CH:37][C:36]=1[N+:41]([O-:43])=[O:42])(=[O:34])=[O:33])[CH:28]=[CH2:29], predict the reactants needed to synthesize it. The reactants are: [Si:1]([O:8][CH2:9][C@@H:10]1[CH:15]=[C:14]([C:16]([CH3:18])=[CH2:17])[C@H:13](O)[CH2:12][N:11]1[C:20]([O:22][C:23]([CH3:26])([CH3:25])[CH3:24])=[O:21])([C:4]([CH3:7])([CH3:6])[CH3:5])([CH3:3])[CH3:2].[CH2:27]([O:30][N:31]([C@H]1CN(C(OC(C)(C)C)=O)[C@H](CO[Si](C(C)(C)C)(C)C)C=C1C)[S:32]([C:35]1[CH:40]=[CH:39][CH:38]=[CH:37][C:36]=1[N+:41]([O-:43])=[O:42])(=[O:34])=[O:33])[CH:28]=[CH2:29]. (3) Given the product [O:23]1[CH2:24][CH2:25][O:26][CH2:27][CH:22]1[C:21]1[C:15]2[S:14][C:13]([NH:12][C:10](=[O:11])[C:9]3[CH:30]=[CH:31][N:32]=[C:7]([CH:4]4[CH2:3][CH2:2][O:1][CH2:6][CH2:5]4)[CH:8]=3)=[N:17][C:16]=2[C:18]([O:28][CH3:29])=[CH:19][CH:20]=1, predict the reactants needed to synthesize it. The reactants are: [O:1]1[CH2:6][CH:5]=[C:4]([C:7]2[CH:8]=[C:9]([CH:30]=[CH:31][N:32]=2)[C:10]([NH:12][C:13]2[S:14][C:15]3[C:21]([CH:22]4[CH2:27][O:26][CH2:25][CH2:24][O:23]4)=[CH:20][CH:19]=[C:18]([O:28][CH3:29])[C:16]=3[N:17]=2)=[O:11])[CH2:3][CH2:2]1. (4) Given the product [Cl:18][C:17]1[C:12]([N:9]2[CH2:10][CH2:11][C:3]3[C:2]([NH:24][C:23]4[CH:25]=[CH:26][C:20]([F:19])=[CH:21][CH:22]=4)=[N:7][CH:6]=[N:5][C:4]=3[CH2:8]2)=[N:13][CH:14]=[CH:15][CH:16]=1, predict the reactants needed to synthesize it. The reactants are: Cl[C:2]1[C:3]2[CH2:11][CH2:10][N:9]([C:12]3[C:17]([Cl:18])=[CH:16][CH:15]=[CH:14][N:13]=3)[CH2:8][C:4]=2[N:5]=[CH:6][N:7]=1.[F:19][C:20]1[CH:26]=[CH:25][C:23]([NH2:24])=[CH:22][CH:21]=1.[I-].[Na+].I. (5) Given the product [CH2:1]([O:3][C:4]([C:6]1[CH:11]=[CH:10][N:9]2[N:13]=[CH:14][CH:15]=[C:8]2[N:7]=1)=[O:5])[CH3:2], predict the reactants needed to synthesize it. The reactants are: [CH2:1]([O:3][C:4]([C:6]1[CH:11]=[C:10](Cl)[N:9]2[N:13]=[CH:14][CH:15]=[C:8]2[N:7]=1)=[O:5])[CH3:2].C([O-])(=O)C.[Na+].